Dataset: Forward reaction prediction with 1.9M reactions from USPTO patents (1976-2016). Task: Predict the product of the given reaction. Given the reactants C(=O)([O-])[O-].[K+].[K+].[CH2:7]([N:9]=[C:10]=[O:11])[CH3:8].[Cl:12][C:13]1[CH:18]=[C:17]([C:19]([F:22])([F:21])[F:20])[CH:16]=[C:15]([Cl:23])[C:14]=1[O:24][C:25]1[CH:29]=[C:28]([CH2:30][CH3:31])[NH:27][N:26]=1.Cl, predict the reaction product. The product is: [CH2:7]([NH:9][C:10]([N:27]1[C:28]([CH2:30][CH3:31])=[CH:29][C:25]([O:24][C:14]2[C:15]([Cl:23])=[CH:16][C:17]([C:19]([F:22])([F:20])[F:21])=[CH:18][C:13]=2[Cl:12])=[N:26]1)=[O:11])[CH3:8].